From a dataset of Full USPTO retrosynthesis dataset with 1.9M reactions from patents (1976-2016). Predict the reactants needed to synthesize the given product. (1) Given the product [F:16][C:2]1([F:1])[CH2:6][N:5]([C:7]([O:9][C:10]([CH3:11])([CH3:12])[CH3:13])=[O:8])[C@@H:4]([CH:14]=[O:15])[CH2:3]1, predict the reactants needed to synthesize it. The reactants are: [F:1][C:2]1([F:16])[CH2:6][N:5]([C:7]([O:9][C:10]([CH3:13])([CH3:12])[CH3:11])=[O:8])[C@@H:4]([CH2:14][OH:15])[CH2:3]1.CC(OI1(OC(C)=O)(OC(C)=O)OC(=O)C2C=CC=CC1=2)=O. (2) Given the product [Cl:21][C:22]1[N:23]=[CH:24][N:25]([C:27]2[CH:33]=[CH:32][C:30]([NH:31][C:2]3[N:3]=[C:4]([NH:19][CH3:20])[C:5]4[CH2:10][CH2:9][CH:8]([C:11]5[CH:16]=[CH:15][C:14]([F:17])=[CH:13][C:12]=5[F:18])[C:6]=4[N:7]=3)=[CH:29][C:28]=2[O:34][CH3:35])[CH:26]=1, predict the reactants needed to synthesize it. The reactants are: Cl[C:2]1[N:3]=[C:4]([NH:19][CH3:20])[C:5]2[CH2:10][CH2:9][CH:8]([C:11]3[CH:16]=[CH:15][C:14]([F:17])=[CH:13][C:12]=3[F:18])[C:6]=2[N:7]=1.[Cl:21][C:22]1[N:23]=[CH:24][N:25]([C:27]2[CH:33]=[CH:32][C:30]([NH2:31])=[CH:29][C:28]=2[O:34][CH3:35])[CH:26]=1. (3) Given the product [CH2:1]([O:3][C:4](=[O:32])[C:5]([O:23][C:24]1[CH:29]=[CH:28][C:27]([F:30])=[C:26]([F:31])[CH:25]=1)([CH3:22])[CH2:6][C:8]1[CH:9]=[CH:10][C:11]([O:14][CH2:15][C:16]2[CH:21]=[CH:20][CH:19]=[CH:18][CH:17]=2)=[CH:12][CH:13]=1)[CH3:2], predict the reactants needed to synthesize it. The reactants are: [CH2:1]([O:3][C:4](=[O:32])[C:5]([O:23][C:24]1[CH:29]=[CH:28][C:27]([F:30])=[C:26]([F:31])[CH:25]=1)([CH3:22])[CH:6]([C:8]1[CH:13]=[CH:12][C:11]([O:14][CH2:15][C:16]2[CH:21]=[CH:20][CH:19]=[CH:18][CH:17]=2)=[CH:10][CH:9]=1)O)[CH3:2].B(F)(F)F.CCOCC.C([SiH](CC)CC)C.C([O-])([O-])=O.[Na+].[Na+]. (4) Given the product [Cl:25][C:20]1[CH:19]=[C:18]([NH:17][C:16]2[C:11]3[C:10]4[CH2:27][CH2:28][N:7]([C:5](=[O:6])/[CH:4]=[CH:3]/[CH2:2][N:36]5[CH2:35][CH:32]6[CH:31]([N:30]([CH3:29])[CH2:34][CH2:33]6)[CH2:37]5)[CH2:8][C:9]=4[S:26][C:12]=3[N:13]=[CH:14][N:15]=2)[CH:23]=[CH:22][C:21]=1[Cl:24], predict the reactants needed to synthesize it. The reactants are: Cl[CH2:2]/[CH:3]=[CH:4]/[C:5]([N:7]1[CH2:28][CH2:27][C:10]2[C:11]3[C:16]([NH:17][C:18]4[CH:23]=[CH:22][C:21]([Cl:24])=[C:20]([Cl:25])[CH:19]=4)=[N:15][CH:14]=[N:13][C:12]=3[S:26][C:9]=2[CH2:8]1)=[O:6].[CH3:29][N:30]1[CH2:34][CH2:33][CH:32]2[CH2:35][NH:36][CH2:37][CH:31]12. (5) Given the product [Cl:1][C:2]1[N:7]([CH2:15][C:16]2[CH:21]=[CH:20][CH:19]=[CH:18][C:17]=2[C:22]#[N:23])[C:6](=[O:8])[NH:5][C:4](=[O:9])[CH:3]=1, predict the reactants needed to synthesize it. The reactants are: [Cl:1][C:2]1[NH:7][C:6](=[O:8])[NH:5][C:4](=[O:9])[CH:3]=1.[H-].[Na+].[Br-].[Li+].Br[CH2:15][C:16]1[C:17]([C:22]#[N:23])=[CH:18][CH:19]=[CH:20][CH:21]=1.[H-].[Li+].[Li+].[I-].[Na+].[I-]. (6) The reactants are: [Li+].[B-](CC)(CC)CC.[CH3:9][C:10]([Si:13]([CH3:34])([CH3:33])[O:14][C@H:15]1[CH2:19][CH2:18][N:17]([C:20]([O:22][C:23]([CH3:26])([CH3:25])[CH3:24])=[O:21])[C@@H:16]1[CH2:27]OS(C)(=O)=O)([CH3:12])[CH3:11]. Given the product [CH3:11][C:10]([Si:13]([CH3:34])([CH3:33])[O:14][C@H:15]1[CH2:19][CH2:18][N:17]([C:20]([O:22][C:23]([CH3:26])([CH3:25])[CH3:24])=[O:21])[C@@H:16]1[CH3:27])([CH3:9])[CH3:12], predict the reactants needed to synthesize it. (7) Given the product [Cl:1][C:2]1[CH:7]=[C:6]([Cl:8])[CH:5]=[CH:4][C:3]=1[CH:9]1[CH:18]([C:19]([NH:21][O:22][CH2:23][C:24]2[S:28][CH:27]=[C:26]([CH2:29][OH:30])[CH:25]=2)=[O:20])[C:17]2[C:12](=[CH:13][CH:14]=[CH:15][CH:16]=2)[C:11](=[O:33])[N:10]1[CH:34]1[CH2:39][CH2:38][CH2:37][CH2:36][CH:35]1[NH:40][S:41]([CH3:44])(=[O:42])=[O:43], predict the reactants needed to synthesize it. The reactants are: [Cl:1][C:2]1[CH:7]=[C:6]([Cl:8])[CH:5]=[CH:4][C:3]=1[CH:9]1[CH:18]([C:19]([NH:21][O:22][CH2:23][C:24]2[S:28][CH:27]=[C:26]([C:29](OC)=[O:30])[CH:25]=2)=[O:20])[C:17]2[C:12](=[CH:13][CH:14]=[CH:15][CH:16]=2)[C:11](=[O:33])[N:10]1[CH:34]1[CH2:39][CH2:38][CH2:37][CH2:36][CH:35]1[NH:40][S:41]([CH3:44])(=[O:43])=[O:42].[H-].[Al+3].[Li+].[H-].[H-].[H-].O.O.O.O.O.O.O.O.O.O.S([O-])([O-])(=O)=O.[Na+].[Na+].